This data is from Reaction yield outcomes from USPTO patents with 853,638 reactions. The task is: Predict the reaction yield, written as a fraction of the theoretical maximum amount of product (1.0 means a 100% yield; for example, 0.34 means a 34% yield). (1) The catalyst is CCO. The yield is 1.00. The product is [Br:1][C:2]1[C:7]([F:8])=[CH:6][C:5]([N:9]2[CH:14]=[C:13]([O:15][CH3:16])[C:12](=[O:17])[C:11]([C:18]([OH:20])=[O:19])=[N:10]2)=[C:4]([F:22])[CH:3]=1. The reactants are [Br:1][C:2]1[C:7]([F:8])=[CH:6][C:5]([N:9]2[CH:14]=[C:13]([O:15][CH3:16])[C:12](=[O:17])[C:11]([C:18]([O:20]C)=[O:19])=[N:10]2)=[C:4]([F:22])[CH:3]=1.[OH-].[Na+].Cl. (2) The reactants are C1(P([N:15]=[N+:16]=[N-:17])(C2C=CC=CC=2)=O)C=CC=CC=1.[F:18][CH2:19][C:20]1([CH:24]([C:26]2[O:27][C:28]([CH3:31])=[CH:29][CH:30]=2)O)[CH2:23][O:22][CH2:21]1.N12CCCN=C1CCCCC2.O. The catalyst is C1(C)C=CC=CC=1.C(OCC)(=O)C. The product is [N:15]([CH:24]([C:20]1([CH2:19][F:18])[CH2:23][O:22][CH2:21]1)[C:26]1[O:27][C:28]([CH3:31])=[CH:29][CH:30]=1)=[N+:16]=[N-:17]. The yield is 0.530. (3) The reactants are [CH2:1]([O:8][CH2:9][C:10]1[O:14][C:13]([C:15]2[CH:20]=[CH:19][CH:18]=[CH:17][CH:16]=2)=[N:12][C:11]=1[C:21]([OH:23])=O)[C:2]1[CH:7]=[CH:6][CH:5]=[CH:4][CH:3]=1.Cl.CN(C)CCCN=C=NCC.[N:36]1[CH:41]=[CH:40][CH:39]=[CH:38][C:37]=1[CH2:42][NH:43][CH2:44][C:45]([O:47][CH3:48])=[O:46].[Cl-].[NH4+]. The catalyst is CN(C)C1C=CN=CC=1.ClCCl. The product is [CH2:1]([O:8][CH2:9][C:10]1[O:14][C:13]([C:15]2[CH:16]=[CH:17][CH:18]=[CH:19][CH:20]=2)=[N:12][C:11]=1[C:21]([N:43]([CH2:44][C:45]([O:47][CH3:48])=[O:46])[CH2:42][C:37]1[CH:38]=[CH:39][CH:40]=[CH:41][N:36]=1)=[O:23])[C:2]1[CH:3]=[CH:4][CH:5]=[CH:6][CH:7]=1. The yield is 0.770.